This data is from Forward reaction prediction with 1.9M reactions from USPTO patents (1976-2016). The task is: Predict the product of the given reaction. (1) Given the reactants C(O)(C(F)(F)F)=O.[Cl:8][C:9]1[CH:18]=[CH:17][CH:16]=[C:15]2[C:10]=1[C:11](=[O:52])[N:12]([C:46]1[CH:51]=[CH:50][CH:49]=[CH:48][CH:47]=1)[C:13]([C@H:19]1[N:23]([C:24]3[C:29]([C:30]#[N:31])=[C:28]([NH2:32])[N:27]=[C:26]([NH2:33])[N:25]=3)[CH2:22][C@H:21]([NH:34][C:35](=[O:45])[CH2:36][NH:37]C(=O)OC(C)(C)C)[CH2:20]1)=[N:14]2, predict the reaction product. The product is: [NH2:37][CH2:36][C:35]([NH:34][C@@H:21]1[CH2:20][C@@H:19]([C:13]2[N:12]([C:46]3[CH:47]=[CH:48][CH:49]=[CH:50][CH:51]=3)[C:11](=[O:52])[C:10]3[C:15](=[CH:16][CH:17]=[CH:18][C:9]=3[Cl:8])[N:14]=2)[N:23]([C:24]2[C:29]([C:30]#[N:31])=[C:28]([NH2:32])[N:27]=[C:26]([NH2:33])[N:25]=2)[CH2:22]1)=[O:45]. (2) Given the reactants [CH2:1]([OH:4])[CH2:2][OH:3].S(=O)(=O)(O)O.[CH3:10][C:11]([C:13]1(C=O)[CH2:15][CH2:14]1)=[O:12].[Na].[C:19](=O)([O-])O.[Na+], predict the reaction product. The product is: [CH:13]1([C:11](=[O:12])[CH2:10][CH:19]2[O:4][CH2:1][CH2:2][O:3]2)[CH2:14][CH2:15]1.